From a dataset of Catalyst prediction with 721,799 reactions and 888 catalyst types from USPTO. Predict which catalyst facilitates the given reaction. (1) Reactant: [C:1]([C:3]([C:6]1[CH:7]=[C:8]([CH:23]=[CH:24][CH:25]=1)[C:9]([NH:11][C:12]1[CH:17]=[C:16]([N+:18]([O-])=O)[C:15]([F:21])=[CH:14][C:13]=1[F:22])=[O:10])([CH3:5])[CH3:4])#[N:2].C(O)(=O)C.C(O)C.C(#N)C. Product: [NH2:18][C:16]1[C:15]([F:21])=[CH:14][C:13]([F:22])=[C:12]([NH:11][C:9](=[O:10])[C:8]2[CH:23]=[CH:24][CH:25]=[C:6]([C:3]([C:1]#[N:2])([CH3:5])[CH3:4])[CH:7]=2)[CH:17]=1. The catalyst class is: 324. (2) Reactant: [CH3:1][NH:2][C:3](=O)[CH2:4][CH:5]([C:15]1[CH:20]=[CH:19][CH:18]=[CH:17][CH:16]=1)[C:6]1[C:14]2[C:9](=[N:10][CH:11]=[CH:12][CH:13]=2)[NH:8][CH:7]=1.[H-].[H-].[H-].[H-].[Li+].[Al+3]. The catalyst class is: 1. Product: [CH3:1][NH:2][CH2:3][CH2:4][CH:5]([C:15]1[CH:20]=[CH:19][CH:18]=[CH:17][CH:16]=1)[C:6]1[C:14]2[C:9](=[N:10][CH:11]=[CH:12][CH:13]=2)[NH:8][CH:7]=1. (3) Reactant: [CH:1]([OH:3])=O.C(OC(=O)C)(=O)C.[OH:11][NH:12][CH:13]([CH2:38][C@@H:39]([C:41]1[CH:46]=[CH:45][CH:44]=[CH:43][CH:42]=1)[CH3:40])[CH2:14][S:15]([N:18]1[CH2:23][CH2:22][N:21]([C:24]2[CH:29]=[CH:28][C:27]([C:30]#[C:31][C:32]3[CH:37]=[CH:36][CH:35]=[CH:34][CH:33]=3)=[CH:26][CH:25]=2)[CH2:20][CH2:19]1)(=[O:17])=[O:16]. Product: [OH:11][N:12]([CH:13]([CH2:14][S:15]([N:18]1[CH2:19][CH2:20][N:21]([C:24]2[CH:25]=[CH:26][C:27]([C:30]#[C:31][C:32]3[CH:37]=[CH:36][CH:35]=[CH:34][CH:33]=3)=[CH:28][CH:29]=2)[CH2:22][CH2:23]1)(=[O:16])=[O:17])[CH2:38][C@@H:39]([C:41]1[CH:42]=[CH:43][CH:44]=[CH:45][CH:46]=1)[CH3:40])[CH:1]=[O:3]. The catalyst class is: 2. (4) Reactant: [CH2:1]([C:4]1[NH:5][C:6]2[C:12]([C:13](OC)=O)=[CH:11][CH:10]=[CH:9][C:7]=2[N:8]=1)[CH2:2][CH3:3].O.[C:18](OCC)(=[O:20])[CH3:19]. Product: [CH2:1]([C:4]1[NH:5][C:6]2[C:12]([CH2:13][CH:18]([OH:20])[CH3:19])=[CH:11][CH:10]=[CH:9][C:7]=2[N:8]=1)[CH2:2][CH3:3]. The catalyst class is: 1.